Dataset: Peptide-MHC class II binding affinity with 134,281 pairs from IEDB. Task: Regression. Given a peptide amino acid sequence and an MHC pseudo amino acid sequence, predict their binding affinity value. This is MHC class II binding data. (1) The peptide sequence is NKALGLPKYTKLITFNVHNR. The MHC is DRB1_0701 with pseudo-sequence DRB1_0701. The binding affinity (normalized) is 0.872. (2) The peptide sequence is IVVGRGEQQINHHWHK. The MHC is DRB3_0101 with pseudo-sequence DRB3_0101. The binding affinity (normalized) is 0. (3) The peptide sequence is REKKLSEFGKAKGSR. The MHC is DRB3_0301 with pseudo-sequence DRB3_0301. The binding affinity (normalized) is 0.220. (4) The peptide sequence is VHRGAVPRRGPRGGP. The MHC is HLA-DQA10401-DQB10402 with pseudo-sequence HLA-DQA10401-DQB10402. The binding affinity (normalized) is 0.141. (5) The peptide sequence is LFAAFPSFAGLRPTFDTRLM. The MHC is DRB1_0901 with pseudo-sequence DRB1_0901. The binding affinity (normalized) is 0. (6) The peptide sequence is ALTIYEMLQNIFAIF. The MHC is DRB5_0101 with pseudo-sequence DRB5_0101. The binding affinity (normalized) is 0.117. (7) The peptide sequence is DVKFPGGLQIVGGVY. The MHC is HLA-DQA10501-DQB10301 with pseudo-sequence HLA-DQA10501-DQB10301. The binding affinity (normalized) is 0.536. (8) The peptide sequence is SINYRTEIDKPSQHH. The MHC is HLA-DPA10201-DPB10501 with pseudo-sequence HLA-DPA10201-DPB10501. The binding affinity (normalized) is 0. (9) The peptide sequence is KASNTILPLMALLTP. The MHC is DRB1_0801 with pseudo-sequence DRB1_0801. The binding affinity (normalized) is 0.683. (10) The peptide sequence is TLSVTFIGAAPLILSY. The MHC is HLA-DQA10101-DQB10501 with pseudo-sequence HLA-DQA10101-DQB10501. The binding affinity (normalized) is 0.151.